Dataset: Forward reaction prediction with 1.9M reactions from USPTO patents (1976-2016). Task: Predict the product of the given reaction. Given the reactants CO[C:3]1[CH:11]=[C:10]2[C:6]([CH:7]=[N:8][NH:9]2)=[CH:5][CH:4]=1.[C:12](=[O:15])([O-])[O-].[K+].[K+].[CH3:18]I.N#N, predict the reaction product. The product is: [CH3:12][O:15][C:4]1[CH:5]=[C:6]2[C:10](=[CH:11][CH:3]=1)[N:9]([CH3:18])[N:8]=[CH:7]2.